From a dataset of Reaction yield outcomes from USPTO patents with 853,638 reactions. Predict the reaction yield, written as a fraction of the theoretical maximum amount of product (1.0 means a 100% yield; for example, 0.34 means a 34% yield). (1) The reactants are [NH2:1][C:2]1[NH:6][N:5]=[CH:4][C:3]=1[C:7]#[N:8].[CH2:9]([N:11]1[C:19]2[C:14](=[CH:15][C:16]([C:20](=O)[CH2:21][C:22](OCC)=[O:23])=[CH:17][CH:18]=2)[CH:13]=[N:12]1)[CH3:10].CC1C=CC(S(O)(=O)=O)=CC=1. The catalyst is CCCCO. The product is [CH2:9]([N:11]1[C:19]2[C:14](=[CH:15][C:16]([C:20]3[NH:1][C:2]4[N:6]([N:5]=[CH:4][C:3]=4[C:7]#[N:8])[C:22](=[O:23])[CH:21]=3)=[CH:17][CH:18]=2)[CH:13]=[N:12]1)[CH3:10]. The yield is 0.530. (2) The reactants are Br[C:2]1[CH:8]=[CH:7][C:5]([NH2:6])=[CH:4][C:3]=1[Cl:9].NC1C=CC([CH:15]=[CH:16][C:17]([O:19][CH2:20][CH3:21])=[O:18])=C(F)C=1. No catalyst specified. The product is [NH2:6][C:5]1[CH:7]=[CH:8][C:2]([CH:15]=[CH:16][C:17]([O:19][CH2:20][CH3:21])=[O:18])=[C:3]([Cl:9])[CH:4]=1. The yield is 0.990.